This data is from Full USPTO retrosynthesis dataset with 1.9M reactions from patents (1976-2016). The task is: Predict the reactants needed to synthesize the given product. (1) The reactants are: C(OC([NH:8][CH2:9][C:10]([NH:12][C:13]1[CH:22]=[CH:21][C:16]([C:17]([O:19][CH3:20])=[O:18])=[CH:15][CH:14]=1)=[O:11])=O)(C)(C)C.[C:23]([OH:29])([C:25]([F:28])([F:27])[F:26])=[O:24]. Given the product [NH2:8][CH2:9][C:10]([NH:12][C:13]1[CH:22]=[CH:21][C:16]([C:17]([O:19][CH3:20])=[O:18])=[CH:15][CH:14]=1)=[O:11].[C:23]([OH:29])([C:25]([F:28])([F:27])[F:26])=[O:24], predict the reactants needed to synthesize it. (2) Given the product [Cl:16][C:13]1[CH:14]=[CH:15][C:10]([CH:2]([CH:3]2[CH2:8][CH2:7][N:6]([CH3:9])[CH2:5][CH2:4]2)[N:17]2[CH2:22][CH2:21][NH:20][CH2:19][CH2:18]2)=[CH:11][CH:12]=1, predict the reactants needed to synthesize it. The reactants are: Cl[CH:2]([C:10]1[CH:15]=[CH:14][C:13]([Cl:16])=[CH:12][CH:11]=1)[CH:3]1[CH2:8][CH2:7][N:6]([CH3:9])[CH2:5][CH2:4]1.[NH:17]1[CH2:22][CH2:21][NH:20][CH2:19][CH2:18]1.C([O-])([O-])=O.[K+].[K+].